Dataset: Full USPTO retrosynthesis dataset with 1.9M reactions from patents (1976-2016). Task: Predict the reactants needed to synthesize the given product. (1) Given the product [CH3:1][O:2][C:3]1[CH:10]=[C:9]([O:11][CH3:12])[C:8]([C:13]2[N:14]=[C:15]([CH3:18])[S:16][CH:17]=2)=[CH:7][C:4]=1/[CH:5]=[CH:20]/[C:19]([C:22]1[CH:30]=[CH:29][C:25]([C:26]([OH:28])=[O:27])=[CH:24][CH:23]=1)=[O:21], predict the reactants needed to synthesize it. The reactants are: [CH3:1][O:2][C:3]1[CH:10]=[C:9]([O:11][CH3:12])[C:8]([C:13]2[N:14]=[C:15]([CH3:18])[S:16][CH:17]=2)=[CH:7][C:4]=1[CH:5]=O.[C:19]([C:22]1[CH:30]=[CH:29][C:25]([C:26]([OH:28])=[O:27])=[CH:24][CH:23]=1)(=[O:21])[CH3:20]. (2) Given the product [F:25][C:26]1[CH:47]=[CH:46][C:29]([CH2:30][N:31]2[CH2:45][CH2:44][N:34]3[C:35]4[N:43]=[CH:42][CH:41]=[CH:40][C:36]=4[N:37]([C:59]([C@@H:56]4[CH2:57][CH2:58][N:55]4[C:53]([O:52][C:48]([CH3:51])([CH3:50])[CH3:49])=[O:54])=[O:60])[CH2:38][CH2:39][CH:33]3[CH2:32]2)=[CH:28][CH:27]=1, predict the reactants needed to synthesize it. The reactants are: F[P-](F)(F)(F)(F)F.N1(OC(N(C)C)=[N+](C)C)C2N=CC=CC=2N=N1.[F:25][C:26]1[CH:47]=[CH:46][C:29]([CH2:30][N:31]2[CH2:45][CH2:44][N:34]3[C:35]4[N:43]=[CH:42][CH:41]=[CH:40][C:36]=4[NH:37][CH2:38][CH2:39][CH:33]3[CH2:32]2)=[CH:28][CH:27]=1.[C:48]([O:52][C:53]([N:55]1[CH2:58][CH2:57][C@H:56]1[C:59](O)=[O:60])=[O:54])([CH3:51])([CH3:50])[CH3:49].C(N(C(C)C)CC)(C)C. (3) Given the product [IH:2].[Cl:3][C:4]1[CH:5]=[C:6]2[C:11](=[CH:12][CH:13]=1)[N:10]=[C:9]([S:14][CH3:1])[NH:8][CH:7]2[CH3:15], predict the reactants needed to synthesize it. The reactants are: [CH3:1][I:2].[Cl:3][C:4]1[CH:5]=[C:6]2[C:11](=[CH:12][CH:13]=1)[NH:10][C:9](=[S:14])[NH:8][CH:7]2[CH3:15]. (4) Given the product [CH:1]1([NH:8][C:9]2[C:10]3[N:11]([CH:17]=[CH:18][CH:19]=3)[N:12]=[CH:13][C:14]=2[C:15]([NH2:16])=[O:20])[CH2:2][CH2:3][CH2:4][CH2:5][CH2:6][CH2:7]1, predict the reactants needed to synthesize it. The reactants are: [CH:1]1([NH:8][C:9]2[C:10]3[N:11]([CH:17]=[CH:18][CH:19]=3)[N:12]=[CH:13][C:14]=2[C:15]#[N:16])[CH2:7][CH2:6][CH2:5][CH2:4][CH2:3][CH2:2]1.[OH-:20].[NH4+].OO. (5) Given the product [OH:11][C:2]1[CH:7]=[CH:6][CH:5]=[CH:4][C:3]=1[C:8](=[O:10])[CH3:9], predict the reactants needed to synthesize it. The reactants are: Br[C:2]1[CH:7]=[CH:6][CH:5]=[CH:4][C:3]=1[C:8](=[O:10])[CH3:9].[OH-:11].[Cs+]. (6) Given the product [CH3:1][O:2][C:3]([C@@H:4]1[CH2:8][C@H:7]([O:9][S:27]([C:23]2[CH:24]=[CH:25][CH:26]=[C:21]([N+:18]([O-:20])=[O:19])[CH:22]=2)(=[O:28])=[O:29])[CH2:6][N:5]1[C:10]([O:12][C:13]([CH3:14])([CH3:16])[CH3:15])=[O:11])=[O:17], predict the reactants needed to synthesize it. The reactants are: [CH3:1][O:2][C:3](=[O:17])[C@@H:4]1[CH2:8][C@H:7]([OH:9])[CH2:6][N:5]1[C:10]([O:12][C:13]([CH3:16])([CH3:15])[CH3:14])=[O:11].[N+:18]([C:21]1[CH:22]=[C:23]([S:27](Cl)(=[O:29])=[O:28])[CH:24]=[CH:25][CH:26]=1)([O-:20])=[O:19].CCN(CC)CC.C(OC(C)(C)C)=O. (7) Given the product [CH3:1][C:2]1[C:3]([C:12]([O:14][CH2:20][CH3:21])=[O:13])=[CH:4][C:5]2[O:10][CH2:9][CH2:8][O:7][C:6]=2[CH:11]=1, predict the reactants needed to synthesize it. The reactants are: [CH3:1][C:2]1[C:3]([C:12]([OH:14])=[O:13])=[CH:4][C:5]2[O:10][CH2:9][CH2:8][O:7][C:6]=2[CH:11]=1.S(Cl)(Cl)=O.Cl.[CH2:20](OCC)[CH3:21]. (8) Given the product [C:12]([S:20][C:24]([C:1]1[CH:6]=[CH:5][CH:4]=[CH:3][CH:2]=1)([CH3:25])[CH3:9])(=[S:19])[C:13]1[CH:18]=[CH:17][CH:16]=[CH:15][CH:14]=1, predict the reactants needed to synthesize it. The reactants are: [C:1]1([Mg]Br)[CH:6]=[CH:5][CH:4]=[CH:3][CH:2]=1.[C:9](=S)=S.[C:12]([SH:20])(=[S:19])[C:13]1[CH:18]=[CH:17][CH:16]=[CH:15][CH:14]=1.C(O[CH2:24][CH3:25])C. (9) Given the product [C:34]([N:9]1[C:10]2[C:5](=[CH:4][C:3]([C:1]#[N:2])=[CH:12][CH:11]=2)[C@H:6]([NH:17][C:18](=[O:27])[O:19][CH2:20][C:21]2[CH:26]=[CH:25][CH:24]=[CH:23][CH:22]=2)[C@@H:7]([CH3:16])[C@@H:8]1[CH:13]1[CH2:15][CH2:14]1)(=[O:36])[CH3:35], predict the reactants needed to synthesize it. The reactants are: [C:1]([C:3]1[CH:4]=[C:5]2[C:10](=[CH:11][CH:12]=1)[NH:9][C@@H:8]([CH:13]1[CH2:15][CH2:14]1)[C@H:7]([CH3:16])[C@H:6]2[NH:17][C:18](=[O:27])[O:19][CH2:20][C:21]1[CH:26]=[CH:25][CH:24]=[CH:23][CH:22]=1)#[N:2].N1C=CC=CC=1.[C:34](Cl)(=[O:36])[CH3:35]. (10) Given the product [O:3]1[CH2:4][CH2:5][CH2:6][O:1][CH:2]1[C:7]1[CH:12]=[CH:11][C:10]([C:13]2[S:14][C:15]3[C:20]([N:21]=2)=[CH:19][CH:18]=[C:17]([C:22]([C:24]2[CH:25]=[CH:26][CH:27]=[CH:28][CH:29]=2)=[O:31])[N:16]=3)=[C:9]([F:30])[CH:8]=1, predict the reactants needed to synthesize it. The reactants are: [O:1]1[CH2:6][CH2:5][CH2:4][O:3][CH:2]1[C:7]1[CH:12]=[CH:11][C:10]([C:13]2[S:14][C:15]3[C:20]([N:21]=2)=[CH:19][CH:18]=[C:17]([C:22]([C:24]2[CH:29]=[CH:28][CH:27]=[CH:26][CH:25]=2)=C)[N:16]=3)=[C:9]([F:30])[CH:8]=1.[O:31]=[O+][O-].